From a dataset of CYP1A2 inhibition data for predicting drug metabolism from PubChem BioAssay. Regression/Classification. Given a drug SMILES string, predict its absorption, distribution, metabolism, or excretion properties. Task type varies by dataset: regression for continuous measurements (e.g., permeability, clearance, half-life) or binary classification for categorical outcomes (e.g., BBB penetration, CYP inhibition). Dataset: cyp1a2_veith. (1) The result is 0 (non-inhibitor). The molecule is Cc1ccc(C(N)=Nc2ccccc2)cc1. (2) The molecule is CCn1c(CC(=O)Nc2ccc(C)cc2)nnc1SCC(=O)NCCc1ccccc1. The result is 0 (non-inhibitor). (3) The drug is Clc1cccc(C=NC=Nc2cccc(Cl)c2)c1. The result is 1 (inhibitor). (4) The molecule is CCCC(=O)Nc1cc(-c2cn3cccnc3n2)ccc1OC. The result is 1 (inhibitor). (5) The molecule is O=C(NCP(=O)(O)O)c1cccnc1. The result is 0 (non-inhibitor). (6) The molecule is CC[C@@H]1Cc2cc(O)ccc2C2=C1c1ccc(O)cc1C[C@H]2CC. The result is 1 (inhibitor). (7) The molecule is Cc1ccc(N(C)C(=O)Oc2cccc3ccc(C)nc23)cc1. The result is 1 (inhibitor). (8) The drug is Cc1ccc(-n2c(C)cc(/C=C(\C#N)C(=O)NCC3CCCO3)c2C)cc1. The result is 0 (non-inhibitor).